From a dataset of Peptide-MHC class I binding affinity with 185,985 pairs from IEDB/IMGT. Regression. Given a peptide amino acid sequence and an MHC pseudo amino acid sequence, predict their binding affinity value. This is MHC class I binding data. The peptide sequence is LLFLKVPA. The MHC is HLA-A68:02 with pseudo-sequence HLA-A68:02. The binding affinity (normalized) is 0.0717.